This data is from Full USPTO retrosynthesis dataset with 1.9M reactions from patents (1976-2016). The task is: Predict the reactants needed to synthesize the given product. (1) Given the product [CH3:32][O:31][C:30]1[C:15]2[C:14]([N:11]3[CH2:10][CH2:9][NH:8][CH2:13][CH2:12]3)=[N:19][C:18]([C:20]3[CH:25]=[CH:24][N:23]=[C:22]([NH:41][C:39]4[CH:38]=[CH:37][CH:36]=[C:35]([C:34]([F:42])([F:33])[F:43])[N:40]=4)[CH:21]=3)=[N:17][C:16]=2[CH:27]=[N:28][CH:29]=1, predict the reactants needed to synthesize it. The reactants are: C(OC([N:8]1[CH2:13][CH2:12][N:11]([C:14]2[C:15]3[C:30]([O:31][CH3:32])=[CH:29][N:28]=[CH:27][C:16]=3[N:17]=[C:18]([C:20]3[CH:25]=[CH:24][N:23]=[C:22](Cl)[CH:21]=3)[N:19]=2)[CH2:10][CH2:9]1)=O)(C)(C)C.[F:33][C:34]([F:43])([F:42])[C:35]1[N:40]=[C:39]([NH2:41])[CH:38]=[CH:37][CH:36]=1. (2) Given the product [C:13]([O:16][CH2:17][C:18]1([C:21]2[CH:26]=[CH:25][C:24]([C:2]3[CH:3]=[C:4]4[C:8](=[CH:9][C:10]=3[Cl:11])[NH:7][C:6](=[O:12])[CH2:5]4)=[CH:23][CH:22]=2)[CH2:20][CH2:19]1)(=[O:15])[CH3:14], predict the reactants needed to synthesize it. The reactants are: Br[C:2]1[CH:3]=[C:4]2[C:8](=[CH:9][C:10]=1[Cl:11])[NH:7][C:6](=[O:12])[CH2:5]2.[C:13]([O:16][CH2:17][C:18]1([C:21]2[CH:26]=[CH:25][C:24](B3OC(C)(C)C(C)(C)O3)=[CH:23][CH:22]=2)[CH2:20][CH2:19]1)(=[O:15])[CH3:14].C(=O)([O-])[O-].[Na+].[Na+]. (3) Given the product [NH2:8][C:6]1[CH:5]=[CH:4][C:3]([N:11]2[CH2:12][CH2:13][CH:14]([N:17]3[C:22]4[CH:23]=[CH:24][CH:25]=[CH:26][C:21]=4[CH2:20][O:19][C:18]3=[O:27])[CH2:15][CH2:16]2)=[C:2]([Cl:1])[CH:7]=1, predict the reactants needed to synthesize it. The reactants are: [Cl:1][C:2]1[CH:7]=[C:6]([N+:8]([O-])=O)[CH:5]=[CH:4][C:3]=1[N:11]1[CH2:16][CH2:15][CH:14]([N:17]2[C:22]3[CH:23]=[CH:24][CH:25]=[CH:26][C:21]=3[CH2:20][O:19][C:18]2=[O:27])[CH2:13][CH2:12]1. (4) Given the product [CH3:29][N:26]1[CH2:27][CH2:28][CH:23]([O:22][CH:7]2[C:6]3[CH:5]=[CH:4][CH:3]=[C:2]([CH2:32][CH2:33][C:34]4[CH:39]=[CH:38][CH:37]=[CH:36][CH:35]=4)[C:15]=3[CH2:14][CH2:13][N:12]3[C:8]2=[N:9][C:10]([C:16]2[CH:17]=[CH:18][CH:19]=[CH:20][CH:21]=2)=[CH:11]3)[CH2:24][CH2:25]1, predict the reactants needed to synthesize it. The reactants are: Br[C:2]1[C:15]2[CH2:14][CH2:13][N:12]3[C:8](=[N:9][C:10]([C:16]4[CH:21]=[CH:20][CH:19]=[CH:18][CH:17]=4)=[CH:11]3)[CH:7]([O:22][CH:23]3[CH2:28][CH2:27][N:26]([CH3:29])[CH2:25][CH2:24]3)[C:6]=2[CH:5]=[CH:4][CH:3]=1.[Cl-].[Li+].[CH2:32]=[CH:33][C:34]1[CH:39]=[CH:38][CH:37]=[CH:36][CH:35]=1.C(=O)([O-])[O-].[K+].[K+]. (5) Given the product [F:42][C:43]([F:54])([F:53])[C:44]([NH:1][C@@H:4]1[C@H:8]([O:9][CH2:10][C:11]2[CH:16]=[CH:15][CH:14]=[CH:13][CH:12]=2)[C:7]([CH2:23][O:24][S:25]([CH3:28])(=[O:27])=[O:26])([CH2:17][O:18][S:19]([CH3:22])(=[O:21])=[O:20])[O:6][C@H:5]1[N:29]1[CH:37]=[C:35]([CH3:36])[C:33](=[O:34])[NH:32][C:30]1=[O:31])=[O:45], predict the reactants needed to synthesize it. The reactants are: [N:1]([C@@H:4]1[C@H:8]([O:9][CH2:10][C:11]2[CH:16]=[CH:15][CH:14]=[CH:13][CH:12]=2)[C:7]([CH2:23][O:24][S:25]([CH3:28])(=[O:27])=[O:26])([CH2:17][O:18][S:19]([CH3:22])(=[O:21])=[O:20])[O:6][C@H:5]1[N:29]1[CH:37]=[C:35]([CH3:36])[C:33](=[O:34])[NH:32][C:30]1=[O:31])=[N+]=[N-].P(C)(C)C.[F:42][C:43]([F:54])([F:53])[C:44](O[C:44](=[O:45])[C:43]([F:54])([F:53])[F:42])=[O:45]. (6) Given the product [Cl:21][C:18]1[CH:17]=[CH:16][C:15]([CH2:14][S:11]([NH:10][C:4]2([C:1]#[CH:2])[CH2:5][CH2:6][CH2:7][CH2:8][CH2:9]2)(=[O:13])=[O:12])=[CH:20][CH:19]=1, predict the reactants needed to synthesize it. The reactants are: [C:1]([C:4]1([NH:10][S:11]([CH2:14][C:15]2[CH:20]=[CH:19][C:18]([Cl:21])=[CH:17][CH:16]=2)(=[O:13])=[O:12])[CH2:9][CH2:8][CH2:7][CH2:6][CH2:5]1)(=O)[CH3:2].ClC1C=CC(CS(Cl)(=O)=O)=CC=1.C(NC1CCCCC1)#C.C(N(CC)CC)C. (7) Given the product [Br:1][C:2]1[C:3]([O:12][CH2:13][CH3:14])=[CH:4][C:27]([C:25]([O:24][CH2:23][CH3:22])=[O:26])=[CH:9][C:10]=1[O:19][CH2:16][CH3:28], predict the reactants needed to synthesize it. The reactants are: [Br:1][C:2]1[C:10](O)=[CH:9]C(C(O)=O)=[CH:4][C:3]=1[OH:12].[CH2:13](I)[CH3:14].[C:16]([O-:19])([O-])=O.[K+].[K+].[CH3:22][CH2:23][O:24][C:25]([CH3:27])=[O:26].[CH3:28]N(C=O)C. (8) Given the product [CH2:18]([C:17]1[C:13]([CH2:12][C:11]([NH:33][CH2:32][C:25]2[CH:26]=[CH:27][C:28]([F:31])=[C:29]([F:30])[C:24]=2[F:23])=[O:22])=[C:14]([CH2:20][CH3:21])[NH:15][N:16]=1)[CH3:19], predict the reactants needed to synthesize it. The reactants are: ClC1C=C(F)C=CC=1CN[C:11](=[O:22])[CH2:12][C:13]1[C:14]([CH2:20][CH3:21])=[N:15][NH:16][C:17]=1[CH2:18][CH3:19].[F:23][C:24]1[C:29]([F:30])=[C:28]([F:31])[CH:27]=[CH:26][C:25]=1[CH2:32][NH2:33]. (9) The reactants are: [NH2:1][C:2]1[CH:3]=[CH:4][C:5]2[S:9][C:8]([CH3:10])=[N:7][C:6]=2[CH:11]=1.[Cl:12]N1C(=O)CCC1=O. Given the product [Cl:12][C:11]1[C:6]2[N:7]=[C:8]([CH3:10])[S:9][C:5]=2[CH:4]=[CH:3][C:2]=1[NH2:1], predict the reactants needed to synthesize it.